This data is from Peptide-MHC class II binding affinity with 134,281 pairs from IEDB. The task is: Regression. Given a peptide amino acid sequence and an MHC pseudo amino acid sequence, predict their binding affinity value. This is MHC class II binding data. (1) The peptide sequence is SLLVAPMPTASTAQI. The MHC is HLA-DPA10301-DPB10402 with pseudo-sequence HLA-DPA10301-DPB10402. The binding affinity (normalized) is 0.313. (2) The peptide sequence is KIIGGIGGFVKVRQYDQIPI. The MHC is DRB1_0802 with pseudo-sequence DRB1_0802. The binding affinity (normalized) is 0.298.